From a dataset of NCI-60 drug combinations with 297,098 pairs across 59 cell lines. Regression. Given two drug SMILES strings and cell line genomic features, predict the synergy score measuring deviation from expected non-interaction effect. Drug 1: CN(C)C1=NC(=NC(=N1)N(C)C)N(C)C. Drug 2: CN1C(=O)N2C=NC(=C2N=N1)C(=O)N. Cell line: OVCAR-4. Synergy scores: CSS=-4.57, Synergy_ZIP=3.25, Synergy_Bliss=2.78, Synergy_Loewe=-2.24, Synergy_HSA=-1.87.